From a dataset of Forward reaction prediction with 1.9M reactions from USPTO patents (1976-2016). Predict the product of the given reaction. (1) Given the reactants [NH2:1][C:2]([CH2:29][C:30]1[CH:35]=[CH:34][C:33]([C:36]2[CH:41]=[CH:40][CH:39]=[CH:38][N:37]=2)=[CH:32][CH:31]=1)=[CH:3][C:4](=[O:28])[C@@H:5]([N:13]([CH2:21][C:22]1[CH:27]=[CH:26][CH:25]=[CH:24][CH:23]=1)[CH2:14][C:15]1[CH:20]=[CH:19][CH:18]=[CH:17][CH:16]=1)[CH2:6][C:7]1[CH:12]=[CH:11][CH:10]=[CH:9][CH:8]=1.CS(O)(=O)=O.O([BH-](OC(C)=O)OC(C)=O)C(C)=O.[Na+].N(CCO)(CCO)CCO.[BH4-].[Na+], predict the reaction product. The product is: [NH2:1][C@@H:2]([CH2:29][C:30]1[CH:31]=[CH:32][C:33]([C:36]2[CH:41]=[CH:40][CH:39]=[CH:38][N:37]=2)=[CH:34][CH:35]=1)[CH2:3][C@H:4]([OH:28])[C@@H:5]([N:13]([CH2:21][C:22]1[CH:23]=[CH:24][CH:25]=[CH:26][CH:27]=1)[CH2:14][C:15]1[CH:20]=[CH:19][CH:18]=[CH:17][CH:16]=1)[CH2:6][C:7]1[CH:8]=[CH:9][CH:10]=[CH:11][CH:12]=1. (2) Given the reactants [CH:1]1([CH2:6][CH:7]([N:11]2[C:16](=[O:17])[CH:15]=[C:14]([O:18][C:19]3[C:24]([F:25])=[CH:23][CH:22]=[CH:21][C:20]=3[F:26])[CH:13]=[N:12]2)[C:8](O)=[O:9])[CH2:5][CH2:4][CH2:3][CH2:2]1.[C:27]([Si:31]([CH3:42])([CH3:41])[O:32][CH2:33][CH2:34][N:35]1[CH:39]=[CH:38][C:37]([NH2:40])=[N:36]1)([CH3:30])([CH3:29])[CH3:28], predict the reaction product. The product is: [C:27]([Si:31]([CH3:42])([CH3:41])[O:32][CH2:33][CH2:34][N:35]1[CH:39]=[CH:38][C:37]([NH:40][C:8](=[O:9])[CH:7]([N:11]2[C:16](=[O:17])[CH:15]=[C:14]([O:18][C:19]3[C:24]([F:25])=[CH:23][CH:22]=[CH:21][C:20]=3[F:26])[CH:13]=[N:12]2)[CH2:6][CH:1]2[CH2:2][CH2:3][CH2:4][CH2:5]2)=[N:36]1)([CH3:30])([CH3:29])[CH3:28]. (3) Given the reactants [CH2:1]1[C:5]2=[C:6]3[C:7]([CH2:10][CH2:11]/[C:12]/3=[CH:13]\[CH2:14][NH2:15])=[N:8][CH:9]=[C:4]2[O:3][CH2:2]1.[C:16](Cl)(=[O:18])[CH3:17], predict the reaction product. The product is: [CH2:1]1[C:5]2=[C:6]3[CH:12]([CH2:13][CH2:14][NH:15][C:16](=[O:18])[CH3:17])[CH2:11][CH2:10][C:7]3=[N:8][CH:9]=[C:4]2[O:3][CH2:2]1. (4) Given the reactants [ClH:1].[NH:2]1[CH2:7][CH2:6][CH:5]([N:8]2[C:13]3[CH:14]=[CH:15][CH:16]=[CH:17][C:12]=3[O:11][CH2:10][C:9]2=[O:18])[CH2:4][CH2:3]1.Cl[C:20]1[N:25]=[CH:24][C:23]([C:26]([NH:28][CH:29]([CH3:31])[CH3:30])=[O:27])=[CH:22][CH:21]=1, predict the reaction product. The product is: [Cl:1][C:21]1[CH:22]=[C:23]([C:26]([NH:28][CH:29]([CH3:31])[CH3:30])=[O:27])[CH:24]=[N:25][C:20]=1[N:2]1[CH2:3][CH2:4][CH:5]([N:8]2[C:13]3[CH:14]=[CH:15][CH:16]=[CH:17][C:12]=3[O:11][CH2:10][C:9]2=[O:18])[CH2:6][CH2:7]1. (5) Given the reactants CS(O[CH2:6][CH2:7][C:8]1[O:9][C:10]2[CH:16]=[CH:15][C:14]([C:17]3[CH:22]=[CH:21][C:20]([C:23]#[N:24])=[CH:19][CH:18]=3)=[CH:13][C:11]=2[CH:12]=1)(=O)=O.[CH2:25]([NH:27][CH:28]([CH3:30])[CH3:29])[CH3:26], predict the reaction product. The product is: [CH2:25]([N:27]([CH:28]([CH3:30])[CH3:29])[CH2:6][CH2:7][C:8]1[O:9][C:10]2[CH:16]=[CH:15][C:14]([C:17]3[CH:22]=[CH:21][C:20]([C:23]#[N:24])=[CH:19][CH:18]=3)=[CH:13][C:11]=2[CH:12]=1)[CH3:26]. (6) The product is: [CH2:33]([O:32][C:30](=[O:31])[NH:19][CH2:18][CH:15]1[CH2:14][C:13]2[CH:12]=[CH:11][CH:10]=[C:9]([C:4]3[CH:5]=[CH:6][CH:7]=[CH:8][C:3]=3[O:2][CH3:1])[C:17]=2[O:16]1)[C:34]1[CH:39]=[CH:38][CH:37]=[CH:36][CH:35]=1. Given the reactants [CH3:1][O:2][C:3]1[CH:8]=[CH:7][CH:6]=[CH:5][C:4]=1[C:9]1[C:17]2[O:16][CH:15]([CH2:18][NH2:19])[CH2:14][C:13]=2[CH:12]=[CH:11][CH:10]=1.C(N(C(C)C)CC)(C)C.Cl[C:30]([O:32][CH2:33][C:34]1[CH:39]=[CH:38][CH:37]=[CH:36][CH:35]=1)=[O:31].C(OC(=O)NCC1CC2C=CC=C(C3CCCC3)C=2O1)C1C=CC=CC=1, predict the reaction product.